From a dataset of NCI-60 drug combinations with 297,098 pairs across 59 cell lines. Regression. Given two drug SMILES strings and cell line genomic features, predict the synergy score measuring deviation from expected non-interaction effect. (1) Drug 2: CC1=C(C(=O)C2=C(C1=O)N3CC4C(C3(C2COC(=O)N)OC)N4)N. Synergy scores: CSS=35.1, Synergy_ZIP=8.19, Synergy_Bliss=1.33, Synergy_Loewe=-10.2, Synergy_HSA=-1.16. Cell line: SW-620. Drug 1: CC(C)(C#N)C1=CC(=CC(=C1)CN2C=NC=N2)C(C)(C)C#N. (2) Drug 1: CN(CCCl)CCCl.Cl. Drug 2: C1C(C(OC1N2C=NC(=NC2=O)N)CO)O. Cell line: EKVX. Synergy scores: CSS=1.31, Synergy_ZIP=-1.46, Synergy_Bliss=-2.44, Synergy_Loewe=-3.84, Synergy_HSA=-3.81.